Dataset: Human Reference Interactome with 51,813 positive PPI pairs across 8,248 proteins, plus equal number of experimentally-validated negative pairs. Task: Binary Classification. Given two protein amino acid sequences, predict whether they physically interact or not. (1) Result: 0 (the proteins do not interact). Protein 2 (ENSG00000152409) has sequence MSFALEETLESDWVAVRPHVFDEREKHKFVFIVAWNEIEGKFAITCHNRTAQRQRSGSREQAGARGGAEAGGAASDGSRGPGSPAGRGRPEATASATLVRSPGPRRSSAWAEGGSPRSTRSLLGDPRLRSPGSKGAESRLRSPVRAKPIPGQKTSEADDAAGAAAAAARPAPREAQVSSVRIVSASGTVSEEIEVLEMVKEDEAPLALSDAEQPPPATELESPAEECSWAGLFSFQDLRAVHQQLCSVNSQLEPCLPVFPEEPSGMWTVLFGGAPEMTEQEIDTLCYQLQVYLGHGLDTC.... Protein 1 (ENSG00000182585) has sequence MALGVPISVYLLFNAMTALTEEAAVTVTPPITAQQADNIEGPIALKFSHLCLEDHNSYCINGACAFHHELEKAICRCFTGYTGERCEHLTLTSYAVDSYEKYIAIGIGVGLLLSGFLVIFYCYIRKRYEKDKI*MALGVPISVYLLFNAMTALTEEAAVTVTPPITAQQGNWTVNKTEADNIEGPIALKFSHLCLEDHNSYCINGACAFHHELEKAICRCFTGYTGERCEHLTLTSYAVDSYEKYIAIGIGVGLLLSGFLVIFYCYIRKRCLKLKSPYNVCSGERRPL*XTALTEEAAVT.... (2) Protein 1 (ENSG00000174460) has sequence MASIIARVGNSRRLNAPLPPWAHSMLRSLGRSLGPIMASMADRNMKLFSGRVVPAQGEETFENWLTQVNGVLPDWNMSEEEKLKRLMKTLRGPAREVMRVLQATNPNLSVADFLRAMKLVFGESESSVTAHGKFFNTLQAQGEKASLYVIRLEVQLQNAIQAGIIAEKDANRTRLQQLLLGGELSRDLRLRLKDFLRMYANEQERLPNFLELIRMVREEEDWDDAFIKRKRPKRSESMVERAVSPVAFQGSPPIVIGSADCNVIEIDDTLDDSDEDVILVESQDPPLPSWGAPPLRDRAR.... Protein 2 (ENSG00000170606) has sequence MSVVGIDLGFQSCYVAVARAGGIETIANEYSDRCTPACISFGPKNRSIGAAAKSQVISNAKNTVQGFKRFHGRAFSDPFVEAEKSNLAYDIVQLPTGLTGIKVTYMEEERNFTTEQVTAMLLSKLKETAESVLKKPVVDCVVSVPCFYTDAERRSVMDATQIAGLNCLRLMNETTAVALAYGIYKQDLPALEEKPRNVVFVDMGHSAYQVSVCAFNRGKLKVLATAFDTTLGGRKFDEVLVNHFCEEFGKKYKLDIKSKIRALLRLSQECEKLKKLMSANASDLPLSIECFMNDVDVSGT.... Result: 0 (the proteins do not interact). (3) Protein 1 (ENSG00000104660) has sequence MAGIKALISLSFGGAIGLMFLMLGCALPIYNKYWPLFVLFFYILSPIPYCIARRLVDDTDAMSNACKELAIFLTTGIVVSAFGLPIVFARAHLIEWGACALVLTGNTVIFATILGFFLVFGSNDDFSWQQW*MAGIKALISLSFGGAIGLMFLMLGCALPIYNKYWPLFVLFFYILSPIPYCIARRLVDDTDAMSNACKELAIFLTTGIVVSAFGLPIVFARAHLGPDVCIGDISLLSRALTKLRPKARCVEEGVVQDPVGVVDGAPTLLQQDGNS*MKWLAVSEESRRDLDGHTRFAGV.... Protein 2 (ENSG00000163235) has sequence MVPSAGQLALFALGIVLAACQALENSTSPLSADPPVAAAVVSHFNDCPDSHTQFCFHGTCRFLVQEDKPACVCHSGYVGARCEHADLLAVVAASQKKQAITALVVVSIVALAVLIITCVLIHCCQVRKHCEWCRALICRHEKPSALLKGRTACCHSETVV*MVPSAGQLALFALGIVLAACQALENSTSPLSDPPVAAAVVSHFNDCPDSHTQFCFHGTCRFLVQEDKPACVCHSGYVGARCEHADLLAVVAASQKKQAITALVVVSIVALAVLIITCVLIHCCQVRKHCEWCRALICRH.... Result: 1 (the proteins interact). (4) Protein 2 (ENSG00000177595) has sequence MAATVEGPELEAAAAAGDASEDSDAGSRALPFLGGNRLSLDLYPGGCQQLLHLCVQQPLQLLQVEFLRLSTHEDPQLLEATLAQLPQSLSCLRSLVLKGGQRRDTLGACLRGALTNLPAGLSGLAHLAHLDLSFNSLETLPACVLQMRGLGALLLSHNCLSELPEALGALPALTFLTVTHNRLQTLPPALGALSTLQRLDLSQNLLDTLPPEIGGLGSLLELNLASNRLQSLPASLAGLRSLRLLVLHSNLLASVPADLARLPLLTRLDLRDNQLRDLPPELLDAPFVRLQGNPLGEASP.... Protein 1 (ENSG00000006327) has sequence MARGSLRRLLRLLVLGLWLALLRSVAGEQAPGTAPCSRGSSWSADLDKCMDCASCRARPHSDFCLGCAAAPPAPFRLLWPILGGALSLTFVLGLLSGFLVWRRCRRREKFTTPIEETGGEGCPAVALIQ*MARGSLRRLLRLLVLGLWLALLRSVAGEQAPGAAAPPAPFRLLWPILGGALSLTFVLGLLSGFLVWRRCRRREKFTTPIEETGGEGCPAVALIQ*MARGSLRRLLRLLVLGLWLALLRSVAGEQAPDPRIAESRPQPLTRGPMARGSLRRLLRLLVLGLWLALLRSVAGE.... Result: 0 (the proteins do not interact). (5) Protein 1 (ENSG00000002919) has sequence MGFWCRMSENQEQEEVITVRVQDPRVQNEGSWNSYVDYKIFLHTNSKAFTAKTSCVRRRYREFVWLRKQLQRNAGLVPVPELPGKSTFFGTSDEFIEKRRQGLQHFLEKVLQSVVLLSDSQLHLFLQSQLSVPEIEACVQGRSTMTVSDAILRYAMSNCGWAQEERQSSSHLAKGDQPKSCCFLPRSGRRSSPSPPPSEEKDHLEVWAPVVDSEVPSLESPTLPPLSSPLCCDFGRPKEGTSTLQSVRRAVGGDHAVPLDPGQLETVLEK*MTVSDAILRYAMSNCGWAQEERQSSSHLA.... Protein 2 (ENSG00000077585) has sequence MRPERPRPRGSAPGPMETPPWDPARNDSLPPTLTPAVPPYVKLGLTVVYTVFYALLFVFIYVQLWLVLRYRHKRLSYQSVFLFLCLFWASLRTVLFSFYFKDFVAANSLSPFVFWLLYCFPVCLQFFTLTLMNLYFTQVIFKAKSKYSPELLKYRLPLYLASLFISLVFLLVNLTCAVLVKTGNWERKVIVSVRVAINDTLFVLCAVSLSICLYKISKMSLANIYLESKGSSVCQVTAIGVTVILLYTSRACYNLFILSFSQNKSVHSFDYDWYNVSDQADLKNQLGDAGYVLFGVVLFV.... Result: 0 (the proteins do not interact). (6) Result: 0 (the proteins do not interact). Protein 2 (ENSG00000055208) has sequence MAQGSHQIDFQVLHDLRQKFPEVPEVVVSRCMLQNNNNLDACCAVLSQESTRYLYGEGDLNFSDDSGISGLRNHMTSLNLDLQSQNIYHHGREGSRMNGSRTLTHSISDGQLQGGQSNSELFQQEPQTAPAQVPQGFNVFGMSSSSGASNSAPHLGFHLGSKGTSSLSQQTPRFNPIMVTLAPNIQTGRNTPTSLHIHGVPPPVLNSPQGNSIYIRPYITTPGGTTRQTQQHSGWVSQFNPMNPQQVYQPSQPGPWTTCPASNPLSHTSSQQPNQQGHQTSHVYMPISSPTTSQPPTIHS.... Protein 1 (ENSG00000183495) has sequence XQQQQQTTTTSQVQVPQIQGQAQSPAQIKAVGKLTPEHLIKMQKQKLQMPPQPPPPQAQSAPPQPTAQVQVQTSQPPQQQSPQLTTVTAPRPGALLTGTTVANLQVARLLQAQGQMQTQAPQPAQVALAKPPVVSVPAAVVSSPGVTTLPMNVAGISVAIGQPQKAAGQTVVAQPVHMQQLLKLKQQAVQQQKAIQPQAAQGPAAVQQKITAQQITTPGAQQKVAYAAQPALKTQFLTTPISQAQKLAGAQQVQTQIQVAKLPQVVQQQTPVASIQQVASASQQASPQTVALTQATAAGQ.... (7) Protein 1 (ENSG00000150782) has sequence MAAEPVEDNCINFVAMKFIDNTLYFIAEDDENLESDYFGKLESKLSVIRNLNDQVLFIDQGNRPLFEDMTDSDCRDNAPRTIFIISMYKDSQPRGMAVTISVKCEKISTLSCENKIISFKEMNPPDNIKDTKSDIIFFQRSVPGHDNKMQFESSSYEGYFLACEKERDLFKLILKKEDELGDRSIMFTVQNED*MAAEPVEDNCINFVAMKFIDNTLYFIENLESDYFGKLESKLSVIRNLNDQVLFIDQGNRPLFEDMTDSDCRDNAPRTIFIISMYKDSQPRGMAVTISVKCEKISTL.... Protein 2 (ENSG00000023697) has sequence MSAHNRGTELDLSWISKIQVNHPAVLRRAEQIQARRTVKKEWQAAWLLKAVTFIDLTTLSGDDTSSNIQRLCYKAKYPIREDLLKALNMHDKGITTAAVCVYPARVCDAVKALKAAGCNIPVASVAAGFPAGQTHLKTRLEEIRLAVEDGATEIDVVINRSLVLTGQWEALYDEIRQFRKACGEAHLKTILATGELGTLTNVYKASMIAMMAGSDFIKTSTGKETVNATFPVAIVMLRAIRDFFWKTGNKIGFKPAGGIRSAKDSLAWLSLVKEELGDEWLKPELFRIGASTLLSDIERQ.... Result: 0 (the proteins do not interact).